Dataset: Reaction yield outcomes from USPTO patents with 853,638 reactions. Task: Predict the reaction yield, written as a fraction of the theoretical maximum amount of product (1.0 means a 100% yield; for example, 0.34 means a 34% yield). (1) The reactants are [Br:1][C:2]1[CH:3]=[C:4]([CH2:10][CH2:11][C:12]([N:14]([CH3:16])[CH3:15])=O)[C:5]([O:8][CH3:9])=[N:6][CH:7]=1.B.O1CCCC1. The catalyst is C1COCC1. The product is [Br:1][C:2]1[CH:3]=[C:4]([CH2:10][CH2:11][CH2:12][N:14]([CH3:16])[CH3:15])[C:5]([O:8][CH3:9])=[N:6][CH:7]=1. The yield is 0.400. (2) The reactants are [N+:1]([CH2:4][CH2:5][CH2:6][C:7]([O:9][CH3:10])=[O:8])([O-])=[O:2].[C:11]([O:15][C:16]([N:18]1[CH2:21][CH2:20][C@H:19]1[CH2:22][O:23][C:24]1[CH:25]=[N:26][CH:27]=[C:28]([C:30]#[CH:31])[CH:29]=1)=[O:17])([CH3:14])([CH3:13])[CH3:12].C1(N=C=O)C=CC=CC=1.C(N(CC)CC)C. The catalyst is C1C=CC=CC=1.O. The product is [CH3:10][O:9][C:7](=[O:8])[CH2:6][CH2:5][C:4]1[CH:31]=[C:30]([C:28]2[CH:27]=[N:26][CH:25]=[C:24]([O:23][CH2:22][C@@H:19]3[CH2:20][CH2:21][N:18]3[C:16]([O:15][C:11]([CH3:14])([CH3:13])[CH3:12])=[O:17])[CH:29]=2)[O:2][N:1]=1. The yield is 0.850. (3) The reactants are BrC1C(F)=CC=C2C=1N=C(NC(C)(C)C)C(C)=N2.BrC1C(F)=CC=C2C=1NC(=O)C(C)=N2.Cl.CC1(N)CCC1.CC1(C)C(C)(C)OB([C:48]2[NH:56][C:55]3[CH2:54][CH2:53][NH:52][C:51](=[O:57])[C:50]=3[CH:49]=2)O1.[Br:59][C:60]1[C:61]([F:77])=[CH:62][CH:63]=[C:64]2[C:69]=1[N:68]=[C:67]([NH:70][C:71]1([CH3:75])[CH2:74][CH2:73][CH2:72]1)[C:66]([CH3:76])=[N:65]2. The catalyst is CS(C)=O. The product is [Br:59][C:60]1[C:61]([F:77])=[CH:62][CH:63]=[C:64]2[C:69]=1[N:68]=[C:67]([NH:70][C:71]1([CH3:75])[CH2:74][CH2:73][CH2:72]1)[C:66]([CH3:76])=[N:65]2.[F:77][C:61]1[C:60]([C:48]2[NH:56][C:55]3[CH2:54][CH2:53][NH:52][C:51](=[O:57])[C:50]=3[CH:49]=2)=[C:69]2[C:64](=[CH:63][CH:62]=1)[N:65]=[C:66]([CH3:76])[C:67]([NH:70][C:71]1([CH3:75])[CH2:72][CH2:73][CH2:74]1)=[N:68]2. The yield is 0.880. (4) The reactants are [NH2:1][C:2]1[N:7]=[CH:6][C:5]([N:8]2[CH2:13][CH2:12][N:11]([C:14]([O:16][C:17]([CH3:20])([CH3:19])[CH3:18])=[O:15])[CH2:10][CH2:9]2)=[CH:4][CH:3]=1.Br[C:22]1[C:23](=[O:30])[N:24]([CH3:29])[CH:25]=[C:26]([Br:28])[CH:27]=1.C(=O)([O-])[O-].[Cs+].[Cs+].CC1(C)C2C(=C(P(C3C=CC=CC=3)C3C=CC=CC=3)C=CC=2)OC2C(P(C3C=CC=CC=3)C3C=CC=CC=3)=CC=CC1=2. The catalyst is C1C=CC(/C=C/C(/C=C/C2C=CC=CC=2)=O)=CC=1.C1C=CC(/C=C/C(/C=C/C2C=CC=CC=2)=O)=CC=1.C1C=CC(/C=C/C(/C=C/C2C=CC=CC=2)=O)=CC=1.[Pd].[Pd].O1CCOCC1. The product is [Br:28][C:26]1[CH:27]=[C:22]([NH:1][C:2]2[N:7]=[CH:6][C:5]([N:8]3[CH2:13][CH2:12][N:11]([C:14]([O:16][C:17]([CH3:20])([CH3:19])[CH3:18])=[O:15])[CH2:10][CH2:9]3)=[CH:4][CH:3]=2)[C:23](=[O:30])[N:24]([CH3:29])[CH:25]=1. The yield is 0.590. (5) The reactants are Br[C:2]1[CH:3]=[C:4]([N:8]([CH2:23][CH:24]([O:29][Si](C(C)(C)C)(C)C)[C:25]([F:28])([F:27])[F:26])[CH2:9][C:10]2[CH:15]=[CH:14][CH:13]=[C:12]([O:16][C:17]([F:22])([F:21])[CH:18]([F:20])[F:19])[CH:11]=2)[CH:5]=[CH:6][CH:7]=1.C(=O)([O-])[O-].[Cs+].[Cs+].[Cl:43][C:44]1[CH:49]=[CH:48][C:47]([OH:50])=[CH:46][C:45]=1[CH2:51][CH3:52].C1(C(O)=O)C2C(=CC=CC=2)C=CC=1. The catalyst is CC(N(C)C)=O.C1(C)C=CC=CC=1. The product is [Cl:43][C:44]1[CH:49]=[CH:48][C:47]([O:50][C:2]2[CH:3]=[C:4]([N:8]([CH2:9][C:10]3[CH:15]=[CH:14][CH:13]=[C:12]([O:16][C:17]([F:22])([F:21])[CH:18]([F:19])[F:20])[CH:11]=3)[CH2:23][CH:24]([OH:29])[C:25]([F:27])([F:26])[F:28])[CH:5]=[CH:6][CH:7]=2)=[CH:46][C:45]=1[CH2:51][CH3:52]. The yield is 0.230.